Predict the reaction yield, written as a fraction of the theoretical maximum amount of product (1.0 means a 100% yield; for example, 0.34 means a 34% yield). From a dataset of Reaction yield outcomes from USPTO patents with 853,638 reactions. (1) The reactants are [Cl:1][C:2]1[CH:3]=[C:4]2[C:9](=[CH:10][C:11]=1[OH:12])[O:8][CH:7]=[C:6]([C:13]1[CH:14]=[C:15]([CH:23]=[CH:24][CH:25]=1)[O:16][CH2:17][CH2:18][CH2:19][CH2:20][C:21]#[N:22])[C:5]2=O.O.[NH2:28][NH2:29]. No catalyst specified. The product is [Cl:1][C:2]1[C:11]([OH:12])=[CH:10][C:9]([OH:8])=[C:4]([C:5]2[C:6]([C:13]3[CH:14]=[C:15]([CH:23]=[CH:24][CH:25]=3)[O:16][CH2:17][CH2:18][CH2:19][CH2:20][C:21]#[N:22])=[CH:7][NH:29][N:28]=2)[CH:3]=1. The yield is 0.870. (2) The reactants are [Br:1][C:2]1[C:3]([N:18]2[CH2:21][C:20]([F:23])([F:22])[CH2:19]2)=[C:4]([C@H:10]([OH:17])[C:11]([O:13][CH:14]([CH3:16])[CH3:15])=[O:12])[C:5]([CH3:9])=[N:6][C:7]=1[CH3:8]. The catalyst is C(Cl)Cl. The product is [Br:1][C:2]1[C:3]([N:18]2[CH2:19][C:20]([F:23])([F:22])[CH2:21]2)=[C:4]([C@H:10]([O:17][C:4]([CH3:10])([CH3:5])[CH3:3])[C:11]([O:13][CH:14]([CH3:16])[CH3:15])=[O:12])[C:5]([CH3:9])=[N:6][C:7]=1[CH3:8]. The yield is 0.440. (3) The reactants are Cl[C:2]1[N:3]=[CH:4][C:5]([C:9]([O:11][CH3:12])=[O:10])=[N:6][C:7]=1[CH3:8].[F:13][C:14]([F:18])([F:17])[CH2:15][OH:16].C(=O)([O-])[O-].[K+].[K+]. The catalyst is CN(C=O)C. The product is [CH3:8][C:7]1[N:6]=[C:5]([C:9]([O:11][CH3:12])=[O:10])[CH:4]=[N:3][C:2]=1[O:16][CH2:15][C:14]([F:18])([F:17])[F:13]. The yield is 0.970. (4) The yield is 0.880. The product is [C:35]([C:30]1[CH:31]=[CH:32][CH:33]=[CH:34][C:29]=1[C:4]1[CH:5]=[CH:6][C:7]([CH2:8][C:9]2[C:10](=[O:28])[N:11]([C@H:21]3[CH2:26][CH2:25][C@H:24]([O:27][CH:39]([CH3:45])[C:40]([O:42][CH2:43][CH3:44])=[O:41])[CH2:23][CH2:22]3)[C:12]3[N:13]([N:18]=[CH:19][N:20]=3)[C:14]=2[CH2:15][CH2:16][CH3:17])=[C:2]([F:1])[CH:3]=1)#[N:36]. The reactants are [F:1][C:2]1[CH:3]=[C:4]([C:29]2[C:30]([C:35]#[N:36])=[CH:31][CH:32]=[CH:33][CH:34]=2)[CH:5]=[CH:6][C:7]=1[CH2:8][C:9]1[C:10](=[O:28])[N:11]([C@H:21]2[CH2:26][CH2:25][C@H:24]([OH:27])[CH2:23][CH2:22]2)[C:12]2[N:13]([N:18]=[CH:19][N:20]=2)[C:14]=1[CH2:15][CH2:16][CH3:17].[N+](=[C:39]([CH3:45])[C:40]([O:42][CH2:43][CH3:44])=[O:41])=[N-]. The catalyst is C1(C)C=CC=CC=1.C([O-])(=O)C.[Rh+2].C([O-])(=O)C. (5) The reactants are Cl.[NH2:2][CH2:3][CH:4]([C:10]1[CH:15]=[CH:14][CH:13]=[CH:12][CH:11]=1)[CH2:5][C:6]([O:8]C)=O.[F:16][C:17]([F:30])([F:29])[C:18]1[N:22]2[N:23]=[CH:24][C:25]([CH:27]=O)=[CH:26][C:21]2=[N:20][N:19]=1.C(N(CC)CC)C.ClCCl. The catalyst is ClC(Cl)C.COCCOC. The product is [C:10]1([CH:4]2[CH2:3][N:2]([CH2:27][C:25]3[CH:24]=[N:23][N:22]4[C:18]([C:17]([F:30])([F:16])[F:29])=[N:19][N:20]=[C:21]4[CH:26]=3)[C:6](=[O:8])[CH2:5]2)[CH:15]=[CH:14][CH:13]=[CH:12][CH:11]=1. The yield is 0.360. (6) The reactants are [C:1]([O:4][C@H:5]1[C@H:10]([N:11]=[C:12]=[S:13])[C@@H:9]([O:14][C:15](=[O:17])[CH3:16])[C@H:8]([O:18][C:19](=[O:21])[CH3:20])[C@@H:7]([CH2:22][O:23][C:24](=[O:26])[CH3:25])[O:6]1)(=[O:3])[CH3:2].Cl.[CH3:28][NH2:29]. The catalyst is CC#N. The product is [C:1]([O:4][C@H:5]1[C@H:10]([NH:11][C:12]([NH:29][CH3:28])=[S:13])[C@@H:9]([O:14][C:15](=[O:17])[CH3:16])[C@H:8]([O:18][C:19](=[O:21])[CH3:20])[C@@H:7]([CH2:22][O:23][C:24](=[O:26])[CH3:25])[O:6]1)(=[O:3])[CH3:2]. The yield is 0.620.